The task is: Predict the product of the given reaction.. This data is from Forward reaction prediction with 1.9M reactions from USPTO patents (1976-2016). (1) Given the reactants [Cl:1][C:2]1[CH:9]=[C:8]([Cl:10])[CH:7]=[CH:6][C:3]=1[CH:4]=O.[CH3:11][C:12]1([CH3:20])[O:19][C:17](=[O:18])[CH2:16][C:14](=[O:15])[O:13]1.N1CCCC1C(O)=O.[CH3:29][S:30][CH2:31][C:32]1[CH:33]=[CH:34][CH:35]=[C:36]2[C:40]=1[NH:39][CH:38]=[CH:37]2, predict the reaction product. The product is: [Cl:1][C:2]1[CH:9]=[C:8]([Cl:10])[CH:7]=[CH:6][C:3]=1[CH:4]([C:37]1[C:36]2[C:40](=[C:32]([CH2:31][S:30][CH3:29])[CH:33]=[CH:34][CH:35]=2)[NH:39][CH:38]=1)[CH:16]1[C:17](=[O:18])[O:19][C:12]([CH3:20])([CH3:11])[O:13][C:14]1=[O:15]. (2) Given the reactants Br[CH:2]1[CH2:8][CH2:7][CH2:6][C:5]2[CH:9]=[C:10]([N:13]3[CH2:17][C@H:16]([CH2:18][NH:19][C:20](=[O:22])[CH3:21])[O:15][C:14]3=[O:23])[CH:11]=[CH:12][C:4]=2[C:3]1=O.[CH2:25]([NH:28][C:29](=S)[NH:30][NH2:31])[CH2:26][CH3:27], predict the reaction product. The product is: [O:23]=[C:14]1[N:13]([C:10]2[CH:11]=[CH:12][C:4]3[C:3]4[NH:31][N:30]=[C:29]([NH:28][CH2:25][CH2:26][CH3:27])[C:2]=4[CH2:8][CH2:7][CH2:6][C:5]=3[CH:9]=2)[CH2:17][C@H:16]([CH2:18][NH:19][C:20](=[O:22])[CH3:21])[O:15]1. (3) Given the reactants N.[CH2:2]1[CH2:6][O:5][CH2:4][CH2:3]1, predict the reaction product. The product is: [CH2:2]([CH:2]([CH:3]([OH:5])[CH2:4][CH2:3][CH3:4])[CH2:6][OH:5])[CH3:6]. (4) Given the reactants [C:1]([NH:11][C@H:12]([C:15]([OH:17])=[O:16])[CH2:13]Cl)([O:3][CH2:4][C:5]1[CH:10]=[CH:9][CH:8]=[CH:7][CH:6]=1)=[O:2].[OH-].[Na+].[C:20]1([SH:26])[CH:25]=[CH:24][CH:23]=[CH:22][CH:21]=1.Cl, predict the reaction product. The product is: [C:1]([NH:11][C@H:12]([C:15]([OH:17])=[O:16])[CH2:13][S:26][C:20]1[CH:25]=[CH:24][CH:23]=[CH:22][CH:21]=1)([O:3][CH2:4][C:5]1[CH:10]=[CH:9][CH:8]=[CH:7][CH:6]=1)=[O:2]. (5) The product is: [OH:2][C:3]1[N:8]=[CH:7][C:6]([NH:9][C:10](=[O:17])[C:11]2[CH:16]=[CH:15][CH:14]=[CH:13][CH:12]=2)=[CH:5][CH:4]=1. Given the reactants C[O:2][C:3]1[N:8]=[CH:7][C:6]([NH:9][C:10](=[O:17])[C:11]2[CH:16]=[CH:15][CH:14]=[CH:13][CH:12]=2)=[CH:5][CH:4]=1, predict the reaction product. (6) Given the reactants Br[C:2]1[C:7]2[O:8][CH2:9][O:10][C:6]=2[CH:5]=[C:4]([CH2:11][O:12][C:13]2[CH:18]=[CH:17][CH:16]=[CH:15][C:14]=2[CH2:19][C:20]([O:22][CH3:23])=[O:21])[CH:3]=1.Cl.[NH2:25][CH2:26][C:27]1[CH:28]=[C:29](B(O)O)[CH:30]=[CH:31][CH:32]=1.[O-]P([O-])([O-])=O.[K+].[K+].[K+].C(Cl)Cl, predict the reaction product. The product is: [NH2:25][CH2:26][C:27]1[CH:32]=[C:31]([C:2]2[C:7]3[O:8][CH2:9][O:10][C:6]=3[CH:5]=[C:4]([CH2:11][O:12][C:13]3[CH:18]=[CH:17][CH:16]=[CH:15][C:14]=3[CH2:19][C:20]([O:22][CH3:23])=[O:21])[CH:3]=2)[CH:30]=[CH:29][CH:28]=1. (7) Given the reactants C(=O)([O-])[O-].[Na+].[Na+].[C:7]1(C)C=CC=C[CH:8]=1.[C:14]([C:16]1[CH:17]=[C:18](B(O)O)[CH:19]=[CH:20][C:21]=1[C:22]1[CH:23]=[N:24][CH:25]=[CH:26][CH:27]=1)#[N:15].Cl[C:32]1[CH:33]=[C:34]([CH:38]=[CH:39][N:40]=1)[C:35]([OH:37])=[O:36], predict the reaction product. The product is: [C:14]([C:16]1[CH:17]=[C:18]([C:32]2[CH:33]=[C:34]([CH:38]=[CH:39][N:40]=2)[C:35]([O:37][CH2:7][CH3:8])=[O:36])[CH:19]=[CH:20][C:21]=1[C:22]1[CH:23]=[N:24][CH:25]=[CH:26][CH:27]=1)#[N:15]. (8) Given the reactants Br[C:2]1[CH:7]=[C:6]([CH3:8])[C:5]([CH3:9])=[CH:4][C:3]=1[N+:10]([O-:12])=[O:11].[O:13]1[CH2:18][CH2:17][CH:16]([CH2:19][CH2:20][CH2:21][NH2:22])[CH2:15][CH2:14]1.[OH-].[Na+], predict the reaction product. The product is: [CH3:9][C:5]1[C:6]([CH3:8])=[CH:7][C:2]([NH:22][CH2:21][CH2:20][CH2:19][CH:16]2[CH2:17][CH2:18][O:13][CH2:14][CH2:15]2)=[C:3]([N+:10]([O-:12])=[O:11])[CH:4]=1. (9) Given the reactants [C:1]([O:5][C:6](=[O:15])[NH:7][C@H:8]1[CH2:13][CH2:12][C@H:11]([OH:14])[CH2:10][CH2:9]1)([CH3:4])([CH3:3])[CH3:2].C(N(CC)CC)C.[CH3:23][S:24](Cl)(=[O:26])=[O:25], predict the reaction product. The product is: [CH3:23][S:24]([O:14][C@H:11]1[CH2:10][CH2:9][C@H:8]([NH:7][C:6]([O:5][C:1]([CH3:4])([CH3:2])[CH3:3])=[O:15])[CH2:13][CH2:12]1)(=[O:26])=[O:25]. (10) Given the reactants [Cl:1][C:2]1[C:7]([C:8]([OH:10])=O)=[C:6]([C:11]2[CH:16]=[CH:15][CH:14]=[CH:13][CH:12]=2)[CH:5]=[C:4]([CH3:17])[N:3]=1.[F:18][C:19]([F:37])([F:36])[C:20]1[CH:21]=[C:22]([CH:29]=[C:30]([C:32]([F:35])([F:34])[F:33])[CH:31]=1)[CH2:23][NH:24][CH2:25][CH2:26][CH2:27][OH:28].ClC1C(C(O)=O)=C(C2C=CC=CC=2)C=CN=1.FC(F)(F)C1C=C(C=C(C(F)(F)F)C=1)CNCCO, predict the reaction product. The product is: [F:18][C:19]([F:36])([F:37])[C:20]1[CH:21]=[C:22]([CH:29]=[C:30]([C:32]([F:33])([F:35])[F:34])[CH:31]=1)[CH2:23][N:24]([CH2:25][CH2:26][CH2:27][OH:28])[C:8]([C:7]1[C:2]([Cl:1])=[N:3][C:4]([CH3:17])=[CH:5][C:6]=1[C:11]1[CH:16]=[CH:15][CH:14]=[CH:13][CH:12]=1)=[O:10].